Dataset: Reaction yield outcomes from USPTO patents with 853,638 reactions. Task: Predict the reaction yield, written as a fraction of the theoretical maximum amount of product (1.0 means a 100% yield; for example, 0.34 means a 34% yield). (1) The reactants are [O:1]1[CH2:5][CH:4]=[CH:3][CH2:2]1.[N+:6]([CH2:9][CH3:10])([O-])=[O:7].C(N(CC)CC)C.C1(N=C=O)C=CC=CC=1. The catalyst is CCOCC. The product is [CH3:10][C:9]1[C@H:3]2[CH2:2][O:1][CH2:5][C@H:4]2[O:7][N:6]=1. The yield is 0.580. (2) The reactants are [CH3:1][C:2]1[S:3][C:4]([C:10]2[CH:15]=[CH:14][CH:13]=[CH:12][CH:11]=2)=[C:5]([C:7]([OH:9])=O)[N:6]=1.CCN(C(C)C)C(C)C.CN(C(ON1N=NC2C=CC=CC1=2)=[N+](C)C)C.[B-](F)(F)(F)F.[F:47][C:48]1[CH:49]=[CH:50][C:51]2[N:52]([CH:54]=[C:55]([CH2:57][C@@H:58]3[CH2:63][CH2:62][CH2:61][CH2:60][NH:59]3)[N:56]=2)[CH:53]=1. The catalyst is CN(C=O)C.[Cl-].[Na+].O. The product is [F:47][C:48]1[CH:49]=[CH:50][C:51]2[N:52]([CH:54]=[C:55]([CH2:57][C@@H:58]3[CH2:63][CH2:62][CH2:61][CH2:60][N:59]3[C:7]([C:5]3[N:6]=[C:2]([CH3:1])[S:3][C:4]=3[C:10]3[CH:15]=[CH:14][CH:13]=[CH:12][CH:11]=3)=[O:9])[N:56]=2)[CH:53]=1. The yield is 0.379. (3) The reactants are [C:1]([O:5][C:6]([C@@H:8]1[CH2:12][CH2:11][CH:10]([CH2:13][CH2:14]O)[N:9]1[C:16]([O:18][C:19]([CH3:22])([CH3:21])[CH3:20])=[O:17])=[O:7])([CH3:4])([CH3:3])[CH3:2].[N+:23]([C:26]1[CH:31]=[CH:30][CH:29]=[CH:28][C:27]=1[Se:32]C#N)([O-:25])=[O:24].C(P(CCCC)CCCC)CCC. The catalyst is C1COCC1.N1C=CC=CC=1.CC(OC)(C)C. The product is [C:1]([O:5][C:6]([C@@H:8]1[CH2:12][CH2:11][CH:10]([CH2:13][CH2:14][Se:32][C:27]2[CH:28]=[CH:29][CH:30]=[CH:31][C:26]=2[N+:23]([O-:25])=[O:24])[N:9]1[C:16]([O:18][C:19]([CH3:22])([CH3:20])[CH3:21])=[O:17])=[O:7])([CH3:3])([CH3:2])[CH3:4]. The yield is 0.920. (4) The reactants are [CH3:1][C:2]1[N:3]=[CH:4][O:5][C:6]=1[C:7]([OH:9])=O.CN(C)C=O.Cl.[CH3:16][NH:17][O:18][CH3:19].C(N(CC)CC)C. The catalyst is S(Cl)(Cl)=O.O1CCCC1. The product is [CH3:19][O:18][N:17]([CH3:16])[C:7]([C:6]1[O:5][CH:4]=[N:3][C:2]=1[CH3:1])=[O:9]. The yield is 0.450. (5) The reactants are [F:1][C:2]([F:9])([F:8])[C:3]1[CH:4]=[N:5][NH:6][CH:7]=1.N1C2C(=CC=CC=2O)C=CC=1.C(=O)([O-])[O-].[K+].[K+].Br[C:28]1[CH:33]=[CH:32][C:31]([CH:34]=[C:35]([C:40]2[CH:49]=[CH:48][C:43]([C:44]([O:46][CH3:47])=[O:45])=[CH:42][CH:41]=2)[CH2:36][CH:37]([CH3:39])[CH3:38])=[CH:30][CH:29]=1. The catalyst is CS(C)=O.[Cu]I. The product is [CH3:38][CH:37]([CH3:39])[CH2:36][C:35]([C:40]1[CH:41]=[CH:42][C:43]([C:44]([O:46][CH3:47])=[O:45])=[CH:48][CH:49]=1)=[CH:34][C:31]1[CH:32]=[CH:33][C:28]([N:5]2[CH:4]=[C:3]([C:2]([F:9])([F:8])[F:1])[CH:7]=[N:6]2)=[CH:29][CH:30]=1. The yield is 0.0950. (6) The reactants are [Br:1][C:2]1[CH:3]=[C:4]([C:15]([O:17]CC)=[O:16])[C:5]2[CH:6]=[CH:7][N:8]([CH:11]3[CH2:14][CH2:13][CH2:12]3)[C:9]=2[CH:10]=1.[OH-].[Na+]. The catalyst is CO.C1COCC1. The product is [Br:1][C:2]1[CH:3]=[C:4]([C:15]([OH:17])=[O:16])[C:5]2[CH:6]=[CH:7][N:8]([CH:11]3[CH2:12][CH2:13][CH2:14]3)[C:9]=2[CH:10]=1. The yield is 0.550. (7) The reactants are [N:1]([C:4]1[CH:22]=[C:21]([Br:23])[CH:20]=[CH:19][C:5]=1[C:6]([NH:8][C:9]1[CH:14]=[CH:13][C:12]([C:15]([F:18])([F:17])[F:16])=[CH:11][CH:10]=1)=O)=[N+]=[N-].O=S(Cl)[Cl:26]. No catalyst specified. The product is [Br:23][C:21]1[CH:20]=[CH:19][C:5]2[C:4]([CH:22]=1)=[N:1][N:8]([C:9]1[CH:14]=[CH:13][C:12]([C:15]([F:18])([F:17])[F:16])=[CH:11][CH:10]=1)[C:6]=2[Cl:26]. The yield is 0.850. (8) The reactants are S(=O)(=O)(O)O.[F:6][C:7]1[CH:8]=[C:9](N)[CH:10]=[CH:11][C:12]=1[S:13][CH3:14].[O:16]1CCCC1.N([O-])=O.[Na+]. The catalyst is O.[N+]([O-])([O-])=O.[Cu+2].[N+]([O-])([O-])=O.[Cu-]=O. The product is [F:6][C:7]1[CH:8]=[C:9]([OH:16])[CH:10]=[CH:11][C:12]=1[S:13][CH3:14]. The yield is 0.240. (9) The reactants are [N+:1]([C:4]1[C:5]([C:14]([C:16]2[CH:17]=[N:18][C:19]([C:22]([F:25])([F:24])[F:23])=[CH:20][CH:21]=2)=[O:15])=[CH:6][CH:7]=[C:8]2[C:13]=1[N:12]=[CH:11][CH:10]=[CH:9]2)([O-])=O. The catalyst is C1COCC1.[Pd]. The product is [NH2:1][C:4]1[C:5]([C:14]([C:16]2[CH:17]=[N:18][C:19]([C:22]([F:25])([F:24])[F:23])=[CH:20][CH:21]=2)=[O:15])=[CH:6][CH:7]=[C:8]2[C:13]=1[N:12]=[CH:11][CH:10]=[CH:9]2. The yield is 0.370.